Dataset: Forward reaction prediction with 1.9M reactions from USPTO patents (1976-2016). Task: Predict the product of the given reaction. (1) Given the reactants [OH:1][C:2]1[C:9]([CH3:10])=[C:8]([O:11][CH2:12][CH2:13][CH3:14])[CH:7]=[CH:6][C:3]=1[CH:4]=[O:5].CC1C(C)=C(O)C=CC=1C=O.[Si:26]([O:33][C@H:34]([CH2:41]Br)[CH2:35][C:36]([O:38][CH2:39][CH3:40])=[O:37])([C:29]([CH3:32])([CH3:31])[CH3:30])([CH3:28])[CH3:27], predict the reaction product. The product is: [Si:26]([O:33][C@H:34]([CH2:41][O:1][C:2]1[C:3]([CH:4]=[O:5])=[CH:6][CH:7]=[C:8]([O:11][CH2:12][CH2:13][CH3:14])[C:9]=1[CH3:10])[CH2:35][C:36]([O:38][CH2:39][CH3:40])=[O:37])([C:29]([CH3:32])([CH3:31])[CH3:30])([CH3:28])[CH3:27]. (2) The product is: [C:1]([C:3]1[CH:4]=[CH:5][C:6]([NH:9][C:10]([C:12]2[CH:20]=[C:19]3[C:15]([CH2:16][CH2:17][N:18]3[S:28]([C:26]3[CH:27]=[C:22]([Cl:21])[CH:23]=[CH:24][C:25]=3[O:32][CH3:33])(=[O:29])=[O:30])=[CH:14][CH:13]=2)=[O:11])=[CH:7][CH:8]=1)#[N:2]. Given the reactants [C:1]([C:3]1[CH:8]=[CH:7][C:6]([NH:9][C:10]([C:12]2[CH:20]=[C:19]3[C:15]([CH2:16][CH2:17][NH:18]3)=[CH:14][CH:13]=2)=[O:11])=[CH:5][CH:4]=1)#[N:2].[Cl:21][C:22]1[CH:23]=[CH:24][C:25]([O:32][CH3:33])=[C:26]([S:28](Cl)(=[O:30])=[O:29])[CH:27]=1, predict the reaction product. (3) Given the reactants [Cl:1][C:2]1[CH:7]=[CH:6][CH:5]=[CH:4][C:3]=1[S:8]([N:11]1[CH2:21][CH2:20][C:14]2([C:18](=[O:19])[NH:17][CH2:16][CH2:15]2)[CH2:13][CH2:12]1)(=[O:10])=[O:9].Br[C:23]1[CH:28]=[CH:27][C:26]([C:29]2([OH:33])[CH2:32][O:31][CH2:30]2)=[CH:25][CH:24]=1, predict the reaction product. The product is: [Cl:1][C:2]1[CH:7]=[CH:6][CH:5]=[CH:4][C:3]=1[S:8]([N:11]1[CH2:21][CH2:20][C:14]2([C:18](=[O:19])[N:17]([C:23]3[CH:24]=[CH:25][C:26]([C:29]4([OH:33])[CH2:32][O:31][CH2:30]4)=[CH:27][CH:28]=3)[CH2:16][CH2:15]2)[CH2:13][CH2:12]1)(=[O:9])=[O:10]. (4) Given the reactants [Cl:1][C:2]1[C:7]([C:8](OCC)=[O:9])=[CH:6][N:5]=[C:4]([S:13][CH3:14])[N:3]=1.CC(C[AlH]CC(C)C)C.CCOC(C)=O.Cl, predict the reaction product. The product is: [Cl:1][C:2]1[C:7]([CH2:8][OH:9])=[CH:6][N:5]=[C:4]([S:13][CH3:14])[N:3]=1. (5) The product is: [S:36]1[CH:37]=[C:33]([CH2:32][N:22]([C@@H:23]([CH3:31])[CH:24]([O:25][CH2:26][CH3:27])[O:28][CH2:29][CH3:30])[C:20](=[O:21])[C@@H:19]([NH:18][C:15](=[O:17])[CH2:14][N:2]([CH3:1])[NH:3][C:4]([NH:5][CH2:6][C:7]2[CH:8]=[CH:9][N:10]=[CH:11][CH:12]=2)=[O:13])[CH2:42][C:43]2[CH:44]=[CH:45][C:46]([O:49][C:50]([CH3:51])([CH3:53])[CH3:52])=[CH:47][CH:48]=2)[C:34]2[CH:41]=[CH:40][CH:39]=[CH:38][C:35]1=2. Given the reactants [CH3:1][N:2]([CH2:14][C:15]([OH:17])=O)[NH:3][C:4](=[O:13])[NH:5][CH2:6][C:7]1[CH:12]=[CH:11][N:10]=[CH:9][CH:8]=1.[NH2:18][C@@H:19]([CH2:42][C:43]1[CH:48]=[CH:47][C:46]([O:49][C:50]([CH3:53])([CH3:52])[CH3:51])=[CH:45][CH:44]=1)[C:20]([N:22]([CH2:32][C:33]1[C:34]2[CH:41]=[CH:40][CH:39]=[CH:38][C:35]=2[S:36][CH:37]=1)[C@@H:23]([CH3:31])[CH:24]([O:28][CH2:29][CH3:30])[O:25][CH2:26][CH3:27])=[O:21], predict the reaction product. (6) Given the reactants [CH3:1][O:2][C:3]([C:5]1[N:6]=[CH:7][C:8]2[C:13]([C:14]=1[OH:15])=[CH:12][CH:11]=[C:10]([C:16]#[C:17][C:18]1[CH:23]=[CH:22][CH:21]=[CH:20][CH:19]=1)[CH:9]=2)=[O:4].CCO, predict the reaction product. The product is: [CH3:1][O:2][C:3]([C:5]1[N:6]=[CH:7][C:8]2[C:13]([C:14]=1[OH:15])=[CH:12][CH:11]=[C:10]([CH2:16][CH2:17][C:18]1[CH:23]=[CH:22][CH:21]=[CH:20][CH:19]=1)[CH:9]=2)=[O:4]. (7) Given the reactants [N+](C1C=CC=CC=1O)([O-])=O.[CH3:11][O:12][C:13]1[CH:25]=[CH:24][C:16]([C:17]([CH2:19][CH2:20][C:21]([OH:23])=O)=[O:18])=[CH:15][C:14]=1[F:26].CC(C)N=C=NC(C)C.[N:36]1[CH:41]=[CH:40][C:39]([N:42]2[CH2:47][CH2:46][NH:45][CH2:44][CH2:43]2)=[CH:38][CH:37]=1, predict the reaction product. The product is: [F:26][C:14]1[CH:15]=[C:16]([C:17](=[O:18])[CH2:19][CH2:20][C:21]([N:45]2[CH2:46][CH2:47][N:42]([C:39]3[CH:40]=[CH:41][N:36]=[CH:37][CH:38]=3)[CH2:43][CH2:44]2)=[O:23])[CH:24]=[CH:25][C:13]=1[O:12][CH3:11]. (8) Given the reactants [CH2:1]([O:8][C:9]1[C:21]2[C:20]3[C:15](=[CH:16][CH:17]=[CH:18][CH:19]=3)[NH:14][C:13]=2[CH:12]=[CH:11][CH:10]=1)[C:2]1[CH:7]=[CH:6][CH:5]=[CH:4][CH:3]=1.[H-].[Na+].[CH3:24][O:25][CH2:26][CH2:27]Br, predict the reaction product. The product is: [CH2:1]([O:8][C:9]1[C:21]2[C:20]3[C:15](=[CH:16][CH:17]=[CH:18][CH:19]=3)[N:14]([CH2:27][CH2:26][O:25][CH3:24])[C:13]=2[CH:12]=[CH:11][CH:10]=1)[C:2]1[CH:7]=[CH:6][CH:5]=[CH:4][CH:3]=1. (9) Given the reactants C(C1OC(CC(C)(C)C)OC(CC(C)(C)C)O1)C(C)(C)C.Cl.[CH3:23][C:24]([CH3:29])([CH3:28])[CH2:25][CH:26]=O.C(=O)(O)[O-].[Na+].[CH3:35][O:36][C:37]([C@@H:39]([NH:47][C:48]([C@@H:50]([NH2:55])[CH2:51][C:52]([OH:54])=[O:53])=[O:49])[CH2:40][C:41]1[CH:42]=[CH:43][CH:44]=[CH:45][CH:46]=1)=[O:38], predict the reaction product. The product is: [CH3:23][C:24]([CH2:25][CH2:26][NH:55][C@H:50]([C:48]([NH:47][C@H:39]([C:37]([O:36][CH3:35])=[O:38])[CH2:40][C:41]1[CH:42]=[CH:43][CH:44]=[CH:45][CH:46]=1)=[O:49])[CH2:51][C:52]([OH:54])=[O:53])([CH3:29])[CH3:28].